This data is from Peptide-MHC class I binding affinity with 185,985 pairs from IEDB/IMGT. The task is: Regression. Given a peptide amino acid sequence and an MHC pseudo amino acid sequence, predict their binding affinity value. This is MHC class I binding data. (1) The peptide sequence is TYLQSLASL. The MHC is HLA-B14:02 with pseudo-sequence HLA-B14:02. The binding affinity (normalized) is 0.213. (2) The peptide sequence is FLKEMGGL. The MHC is HLA-B51:01 with pseudo-sequence HLA-B51:01. The binding affinity (normalized) is 0. (3) The peptide sequence is HPVGEADYF. The MHC is HLA-B45:01 with pseudo-sequence HLA-B45:01. The binding affinity (normalized) is 0. (4) The peptide sequence is QPTVTLLPA. The MHC is HLA-B54:01 with pseudo-sequence HLA-B54:01. The binding affinity (normalized) is 0.613. (5) The peptide sequence is QLEELEDEL. The MHC is HLA-A02:06 with pseudo-sequence HLA-A02:06. The binding affinity (normalized) is 0.0506.